Task: Regression. Given a peptide amino acid sequence and an MHC pseudo amino acid sequence, predict their binding affinity value. This is MHC class I binding data.. Dataset: Peptide-MHC class I binding affinity with 185,985 pairs from IEDB/IMGT (1) The peptide sequence is HVVWAANEL. The MHC is HLA-A02:06 with pseudo-sequence HLA-A02:06. The binding affinity (normalized) is 0.359. (2) The peptide sequence is FTRYRKEAI. The MHC is HLA-A02:03 with pseudo-sequence HLA-A02:03. The binding affinity (normalized) is 0.0847. (3) The peptide sequence is HLYQGCQVV. The MHC is HLA-A02:06 with pseudo-sequence HLA-A02:06. The binding affinity (normalized) is 0.423. (4) The peptide sequence is LTFGWCFKL. The MHC is HLA-B53:01 with pseudo-sequence HLA-B53:01. The binding affinity (normalized) is 0. (5) The peptide sequence is VRYPEEFGSK. The MHC is Mamu-B03 with pseudo-sequence Mamu-B03. The binding affinity (normalized) is 0.177. (6) The binding affinity (normalized) is 0.239. The peptide sequence is CTDDNALAY. The MHC is HLA-A03:01 with pseudo-sequence HLA-A03:01.